This data is from Reaction yield outcomes from USPTO patents with 853,638 reactions. The task is: Predict the reaction yield, written as a fraction of the theoretical maximum amount of product (1.0 means a 100% yield; for example, 0.34 means a 34% yield). (1) The reactants are [OH:1][C:2]1[C:11]2[C:6](=[CH:7][C:8]([C:12]([F:15])([F:14])[F:13])=[CH:9][CH:10]=2)[N:5]=[CH:4][C:3]=1[C:16](OCC)=[O:17].[H-].[Al+3].[Li+].[H-].[H-].[H-].O. The catalyst is C1COCC1. The product is [OH:1][C:2]1[C:11]2[C:6](=[CH:7][C:8]([C:12]([F:15])([F:13])[F:14])=[CH:9][CH:10]=2)[N:5]=[CH:4][C:3]=1[CH2:16][OH:17]. The yield is 0.820. (2) The reactants are [CH3:1][O:2][C:3]([C:5]1[S:6][C:7]([C:18]2(O)[CH2:23][CH2:22][CH2:21][CH2:20][CH2:19]2)=[CH:8][C:9]=1[NH:10]C(OC(C)(C)C)=O)=[O:4].FC(F)(F)C(O)=O. The catalyst is ClCCl. The product is [CH3:1][O:2][C:3]([C:5]1[S:6][C:7]([C:18]2[CH2:23][CH2:22][CH2:21][CH2:20][CH:19]=2)=[CH:8][C:9]=1[NH2:10])=[O:4]. The yield is 0.760.